From a dataset of Peptide-MHC class I binding affinity with 185,985 pairs from IEDB/IMGT. Regression. Given a peptide amino acid sequence and an MHC pseudo amino acid sequence, predict their binding affinity value. This is MHC class I binding data. (1) The peptide sequence is DAVLYYHMM. The MHC is HLA-A24:02 with pseudo-sequence HLA-A24:02. The binding affinity (normalized) is 0.256. (2) The MHC is HLA-A31:01 with pseudo-sequence HLA-A31:01. The binding affinity (normalized) is 0.0847. The peptide sequence is YSHGTGTGY.